Dataset: Full USPTO retrosynthesis dataset with 1.9M reactions from patents (1976-2016). Task: Predict the reactants needed to synthesize the given product. (1) Given the product [NH2:2][C:21]1([C:26]#[N:4])[CH2:22][CH2:23][CH:18]([NH:17][S:14]([C:11]2[CH:12]=[CH:13][C:8]([O:7][CH2:5][CH3:6])=[C:9]([CH3:25])[CH:10]=2)(=[O:16])=[O:15])[CH2:19][CH2:20]1, predict the reactants needed to synthesize it. The reactants are: [OH-].[NH4+:2].[Cl-].[NH4+:4].[CH2:5]([O:7][C:8]1[CH:13]=[CH:12][C:11]([S:14]([NH:17][CH:18]2[CH2:23][CH2:22][C:21](=O)[CH2:20][CH2:19]2)(=[O:16])=[O:15])=[CH:10][C:9]=1[CH3:25])[CH3:6].[C-:26]#N.[K+]. (2) Given the product [O:22]=[C:15]([N:8]([N:7]1[CH2:2][CH2:3][CH2:4][C:5]1=[O:6])[C:9]1[CH:14]=[CH:13][CH:12]=[CH:11][CH:10]=1)[CH2:16][C:17]([O:19][CH2:20][CH3:21])=[O:18], predict the reactants needed to synthesize it. The reactants are: Cl[CH2:2][CH2:3][CH2:4][C:5]([NH:7][N:8]([C:15](=[O:22])[CH2:16][C:17]([O:19][CH2:20][CH3:21])=[O:18])[C:9]1[CH:14]=[CH:13][CH:12]=[CH:11][CH:10]=1)=[O:6].[H-].[Na+]. (3) Given the product [Cl:17][CH:18]([Cl:37])[C:19]([NH:21][C@H:22]([CH2:35][F:36])[C@H:23]([OH:34])[C:24]1[CH:25]=[CH:26][C:27]([C:2]2[CH:7]=[N:6][C:5]([CH:8]3[CH2:12][CH2:11][CH2:10][N:9]3[S:13]([CH3:16])(=[O:15])=[O:14])=[CH:4][CH:3]=2)=[CH:28][CH:29]=1)=[O:20], predict the reactants needed to synthesize it. The reactants are: Br[C:2]1[CH:3]=[CH:4][C:5]([CH:8]2[CH2:12][CH2:11][CH2:10][N:9]2[S:13]([CH3:16])(=[O:15])=[O:14])=[N:6][CH:7]=1.[Cl:17][CH:18]([Cl:37])[C:19]([NH:21][C@H:22]([CH2:35][F:36])[C@H:23]([OH:34])[C:24]1[CH:29]=[CH:28][C:27]([Sn](C)(C)C)=[CH:26][CH:25]=1)=[O:20].O1C=CC=C1P(C1OC=CC=1)C1OC=CC=1. (4) Given the product [Cl:1][C:2]1[CH:3]=[C:4]2[C:10]([C:31]3[N:36]=[C:35]([NH:37][C@H:38]4[CH2:42][CH2:41][N:40]([C:43]([O:45][C:46]([CH3:48])([CH3:47])[CH3:49])=[O:44])[CH2:39]4)[C:34]([F:50])=[CH:33][N:32]=3)=[CH:9][N:8]([S:20]([C:23]3[CH:24]=[CH:25][C:26]([CH3:29])=[CH:27][CH:28]=3)(=[O:21])=[O:22])[C:5]2=[N:6][CH:7]=1, predict the reactants needed to synthesize it. The reactants are: [Cl:1][C:2]1[CH:3]=[C:4]2[C:10](B3OC(C)(C)C(C)(C)O3)=[CH:9][N:8]([S:20]([C:23]3[CH:28]=[CH:27][C:26]([CH3:29])=[CH:25][CH:24]=3)(=[O:22])=[O:21])[C:5]2=[N:6][CH:7]=1.Cl[C:31]1[N:36]=[C:35]([NH:37][C@H:38]2[CH2:42][CH2:41][N:40]([C:43]([O:45][C:46]([CH3:49])([CH3:48])[CH3:47])=[O:44])[CH2:39]2)[C:34]([F:50])=[CH:33][N:32]=1. (5) Given the product [Br:3][C:4]1[CH:8]=[C:7]([Br:9])[S:6][C:5]=1[CH:10]([OH:16])[C:11]([O:13][CH2:14][CH3:15])=[O:12], predict the reactants needed to synthesize it. The reactants are: [BH4-].[Na+].[Br:3][C:4]1[CH:8]=[C:7]([Br:9])[S:6][C:5]=1[C:10](=[O:16])[C:11]([O:13][CH2:14][CH3:15])=[O:12].